From a dataset of Full USPTO retrosynthesis dataset with 1.9M reactions from patents (1976-2016). Predict the reactants needed to synthesize the given product. Given the product [C:33]([O:37][C:38]([CH2:39][C:40]1[CH:41]=[CH:42][C:43]([O:15][C:14]([C:7]2[CH:8]=[C:9]3[C:4](=[CH:5][CH:6]=2)[O:3][C:2]([CH3:17])([CH3:1])[CH2:11][C:10]3([CH3:12])[CH3:13])=[O:16])=[CH:44][CH:45]=1)=[O:47])([CH3:36])([CH3:34])[CH3:35], predict the reactants needed to synthesize it. The reactants are: [CH3:1][C:2]1([CH3:17])[CH2:11][C:10]([CH3:13])([CH3:12])[C:9]2[C:4](=[CH:5][CH:6]=[C:7]([C:14]([OH:16])=[O:15])[CH:8]=2)[O:3]1.C(OC1C=CC(O)=CC=1C(C)(C)C)(=O)C.[C:33]([O:37][C:38](=[O:47])[CH2:39][C:40]1[CH:45]=[CH:44][C:43](O)=[CH:42][CH:41]=1)([CH3:36])([CH3:35])[CH3:34].C(OCC)(=O)C.